The task is: Predict the reactants needed to synthesize the given product.. This data is from Full USPTO retrosynthesis dataset with 1.9M reactions from patents (1976-2016). The reactants are: Br[C:2]1[CH:3]=[N:4][C:5]([N:8]([CH3:10])[CH3:9])=[N:6][CH:7]=1.[B:11]1([B:11]2[O:15][C:14]([CH3:17])([CH3:16])[C:13]([CH3:19])([CH3:18])[O:12]2)[O:15][C:14]([CH3:17])([CH3:16])[C:13]([CH3:19])([CH3:18])[O:12]1.C([O-])(=O)C.[K+]. Given the product [CH3:9][N:8]([CH3:10])[C:5]1[N:4]=[CH:3][C:2]([B:11]2[O:15][C:14]([CH3:17])([CH3:16])[C:13]([CH3:19])([CH3:18])[O:12]2)=[CH:7][N:6]=1, predict the reactants needed to synthesize it.